From a dataset of Reaction yield outcomes from USPTO patents with 853,638 reactions. Predict the reaction yield, written as a fraction of the theoretical maximum amount of product (1.0 means a 100% yield; for example, 0.34 means a 34% yield). (1) The catalyst is CN(C)C=O.[Cl-].[Na+].O.Cl. The product is [NH2:1][C:2]1[C:3]([C:7]([NH:14][C:13]2[CH:15]=[CH:16][C:17]([F:18])=[C:11]([Br:10])[CH:12]=2)=[O:9])=[N:4][S:5][N:6]=1. The reactants are [NH2:1][C:2]1[C:3]([C:7]([OH:9])=O)=[N:4][S:5][N:6]=1.[Br:10][C:11]1[CH:12]=[C:13]([CH:15]=[CH:16][C:17]=1[F:18])[NH2:14].CN(C(ON1N=NC2C1=CC=CC=2)=[N+](C)C)C.F[P-](F)(F)(F)(F)F.C(N(CC)C(C)C)(C)C. The yield is 0.760. (2) The reactants are [CH3:1][O:2][C:3]([C@@H:5]([N:13]1[CH2:21][C:17]2[CH:18]=[CH:19][S:20][C:16]=2[CH2:15][CH2:14]1)[C:6]1[CH:7]=[CH:8][CH:9]=[CH:10][C:11]=1[Cl:12])=[O:4].[S:22](=[O:26])(=[O:25])([OH:24])[OH:23]. The catalyst is COC(C)(C)C. The product is [CH3:1][O:2][C:3]([C@@H:5]([N:13]1[CH2:21][C:17]2[CH:18]=[CH:19][S:20][C:16]=2[CH2:15][CH2:14]1)[C:6]1[C:11]([Cl:12])=[CH:10][CH:9]=[CH:8][CH:7]=1)=[O:4].[OH:25][S:22]([OH:26])(=[O:24])=[O:23]. The yield is 0.830.